Dataset: Forward reaction prediction with 1.9M reactions from USPTO patents (1976-2016). Task: Predict the product of the given reaction. Given the reactants [C:1]([C:3]1[CH:4]=[C:5]([CH:8]=[CH:9][CH:10]=1)[CH:6]=O)#[N:2].[CH3:11][C:12]([S@@:15]([NH2:17])=[O:16])([CH3:14])[CH3:13], predict the reaction product. The product is: [C:1]([C:3]1[CH:4]=[C:5]([CH:6]=[N:17][S@:15]([C:12]([CH3:14])([CH3:13])[CH3:11])=[O:16])[CH:8]=[CH:9][CH:10]=1)#[N:2].